This data is from Human liver microsome stability data. The task is: Regression/Classification. Given a drug SMILES string, predict its absorption, distribution, metabolism, or excretion properties. Task type varies by dataset: regression for continuous measurements (e.g., permeability, clearance, half-life) or binary classification for categorical outcomes (e.g., BBB penetration, CYP inhibition). Dataset: hlm. (1) The molecule is C=C[C@@H]1C[C@]1(NC(=O)[C@@H]1C[C@@](OC)(c2ccc(-c3ccc(OC)cc3)cc2)CN1C(=O)[C@@H](NC(=O)OC1CCCC1)C(C)(C)C)C(=O)NS(=O)(=O)C1CC1. The result is 0 (unstable in human liver microsomes). (2) The molecule is CCS(=O)(=O)CCCn1c(Cn2c(=O)n(CC(F)(F)F)c3ccncc32)nc2ccccc21. The result is 0 (unstable in human liver microsomes). (3) The molecule is Cc1cc(CN2C(=O)C(C3=NS(=O)(=O)c4cc(NS(C)(=O)=O)ccc4N3)=C(O)[C@@H]3[C@@H]4CC[C@@H](C4)[C@@H]32)ccc1F. The result is 0 (unstable in human liver microsomes). (4) The molecule is COc1ccc(S(=O)(=O)Nc2nc(-c3cccc([N+](=O)[O-])c3)cs2)cc1OC. The result is 1 (stable in human liver microsomes). (5) The result is 0 (unstable in human liver microsomes). The drug is CNc1nc(NCCCN(C)C)c2sc(-c3ccc(C#N)cc3)cc2n1. (6) The result is 0 (unstable in human liver microsomes). The compound is CC(C)(C)[C@H]1C(=O)C(=C2NS(=O)(=O)c3c(OCC#N)cccc32)C(=O)N1Cc1ccc(F)c(Cl)c1.